This data is from Catalyst prediction with 721,799 reactions and 888 catalyst types from USPTO. The task is: Predict which catalyst facilitates the given reaction. Reactant: Cl.[NH2:2][C@@H:3]1[CH2:8][CH2:7][CH2:6][N:5]([C:9]([C:11]2[S:12][C:13]([C:16]3[C:20]([CH3:21])=[C:19]([C:22]([F:25])([F:24])[F:23])[O:18][N:17]=3)=[CH:14][CH:15]=2)=[O:10])[CH2:4]1.C(N(CC)CC)C.[CH3:33][S:34](Cl)(=[O:36])=[O:35]. Product: [CH3:21][C:20]1[C:16]([C:13]2[S:12][C:11]([C:9]([N:5]3[CH2:6][CH2:7][CH2:8][C@@H:3]([NH:2][S:34]([CH3:33])(=[O:36])=[O:35])[CH2:4]3)=[O:10])=[CH:15][CH:14]=2)=[N:17][O:18][C:19]=1[C:22]([F:25])([F:24])[F:23]. The catalyst class is: 1.